From a dataset of Full USPTO retrosynthesis dataset with 1.9M reactions from patents (1976-2016). Predict the reactants needed to synthesize the given product. (1) Given the product [Cl:28][CH2:27][CH2:26][O:12][C:13]1[CH:14]=[C:15]([CH:20]=[CH:21][C:22]=1[O:23][CH3:24])[C:16]([O:18][CH3:19])=[O:17], predict the reactants needed to synthesize it. The reactants are: CN(C=O)C.C(=O)([O-])[O-].[K+].[K+].[OH:12][C:13]1[CH:14]=[C:15]([CH:20]=[CH:21][C:22]=1[O:23][CH3:24])[C:16]([O:18][CH3:19])=[O:17].Br[CH2:26][CH2:27][Cl:28]. (2) Given the product [OH:21][C:4]1[C:5]([C:12]([NH:14][CH2:15][C:16]([OH:18])=[O:17])=[O:13])=[C:6]2[C:11](=[C:2]([C:24]3[CH:23]=[N:22][CH:27]=[CH:26][CH:25]=3)[CH:3]=1)[N:10]=[CH:9][CH:8]=[N:7]2, predict the reactants needed to synthesize it. The reactants are: Br[C:2]1[CH:3]=[C:4]([OH:21])[C:5]([C:12]([NH:14][CH2:15][C:16]([O:18]CC)=[O:17])=[O:13])=[C:6]2[C:11]=1[N:10]=[CH:9][CH:8]=[N:7]2.[N:22]1[CH:27]=[CH:26][CH:25]=[C:24](B(O)O)[CH:23]=1.C(=O)([O-])[O-].[K+].[K+].[OH-].[Na+]. (3) Given the product [CH:19]1([C:22]2[C:23]([N:31]3[CH2:32][CH2:33][N:34]([C:11]([C:10]4[CH:14]=[CH:15][C:7]([N:3]5[CH2:4][CH2:5][CH2:6][S:2]5(=[O:1])=[O:17])=[CH:8][C:9]=4[F:16])=[O:13])[CH2:35][CH2:36]3)=[N:24][CH:25]=[C:26]([CH:28]3[CH2:30][CH2:29]3)[CH:27]=2)[CH2:20][CH2:21]1, predict the reactants needed to synthesize it. The reactants are: [O:1]=[S:2]1(=[O:17])[CH2:6][CH2:5][CH2:4][N:3]1[C:7]1[CH:15]=[CH:14][C:10]([C:11]([OH:13])=O)=[C:9]([F:16])[CH:8]=1.Cl.[CH:19]1([C:22]2[C:23]([N:31]3[CH2:36][CH2:35][NH:34][CH2:33][CH2:32]3)=[N:24][CH:25]=[C:26]([CH:28]3[CH2:30][CH2:29]3)[CH:27]=2)[CH2:21][CH2:20]1. (4) Given the product [Cl:23][C:21]1[C:20]([C:24]([F:26])([F:25])[F:27])=[CH:19][N:18]=[C:17]([N:1]2[CH2:6][CH2:5][O:4][CH2:3][CH2:2]2)[N:22]=1, predict the reactants needed to synthesize it. The reactants are: [NH:1]1[CH2:6][CH2:5][O:4][CH2:3][CH2:2]1.ClC(Cl)C.C(O)(C)(C)C.Cl[C:17]1[N:22]=[C:21]([Cl:23])[C:20]([C:24]([F:27])([F:26])[F:25])=[CH:19][N:18]=1.C(N(C(C)C)C(C)C)C.